This data is from Forward reaction prediction with 1.9M reactions from USPTO patents (1976-2016). The task is: Predict the product of the given reaction. (1) The product is: [CH2:35]([O:42][C@@H:43]1[C@H:48]([O:49][CH2:50][C:51]2[CH:56]=[CH:55][CH:54]=[CH:53][CH:52]=2)[C@@H:47]([O:57][CH2:58][C:59]2[CH:60]=[CH:61][CH:62]=[CH:63][CH:64]=2)[C@@H:46]([CH2:65][O:66][CH2:67][C:68]2[CH:69]=[CH:70][CH:71]=[CH:72][CH:73]=2)[O:45][C:44]1([C:13]1[C:22]2[C:17](=[CH:18][CH:19]=[CH:20][CH:21]=2)[CH:16]=[C:15]([CH2:23][C:24]2[S:28][C:27]3[CH:29]=[CH:30][C:31]([CH2:33][CH3:34])=[CH:32][C:26]=3[CH:25]=2)[CH:14]=1)[OH:74])[C:36]1[CH:41]=[CH:40][CH:39]=[CH:38][CH:37]=1. Given the reactants CCCCCC.C([Li])CCC.Br[C:13]1[C:22]2[C:17](=[CH:18][CH:19]=[CH:20][CH:21]=2)[CH:16]=[C:15]([CH2:23][C:24]2[S:28][C:27]3[CH:29]=[CH:30][C:31]([CH2:33][CH3:34])=[CH:32][C:26]=3[CH:25]=2)[CH:14]=1.[CH2:35]([O:42][CH:43]1[CH:48]([O:49][CH2:50][C:51]2[CH:56]=[CH:55][CH:54]=[CH:53][CH:52]=2)[CH:47]([O:57][CH2:58][C:59]2[CH:64]=[CH:63][CH:62]=[CH:61][CH:60]=2)[CH:46]([CH2:65][O:66][CH2:67][C:68]2[CH:73]=[CH:72][CH:71]=[CH:70][CH:69]=2)[O:45][C:44]1=[O:74])[C:36]1[CH:41]=[CH:40][CH:39]=[CH:38][CH:37]=1.[Cl-].[NH4+], predict the reaction product. (2) Given the reactants [CH2:1]([N:3]1[CH2:8][CH2:7][N:6]([CH2:9][C:10]2[CH:15]=[CH:14][C:13]([NH:16][C:17](=[O:31])[CH2:18][C:19]3[CH:24]=[CH:23][CH:22]=[C:21]([C:25]#[C:26][Si](C)(C)C)[CH:20]=3)=[CH:12][C:11]=2[C:32]([F:35])([F:34])[F:33])[CH2:5][CH2:4]1)[CH3:2].C(=O)([O-])[O-].[K+].[K+].O, predict the reaction product. The product is: [CH2:1]([N:3]1[CH2:4][CH2:5][N:6]([CH2:9][C:10]2[CH:15]=[CH:14][C:13]([NH:16][C:17](=[O:31])[CH2:18][C:19]3[CH:24]=[CH:23][CH:22]=[C:21]([C:25]#[CH:26])[CH:20]=3)=[CH:12][C:11]=2[C:32]([F:34])([F:33])[F:35])[CH2:7][CH2:8]1)[CH3:2].